Dataset: Full USPTO retrosynthesis dataset with 1.9M reactions from patents (1976-2016). Task: Predict the reactants needed to synthesize the given product. (1) Given the product [CH2:16]([O:23][N:24]1[C:30](=[O:31])[N:29]2[CH2:32][C@H:25]1[CH2:26][CH2:27][C@H:28]2[C:33]1[O:49][C:37]([CH2:38][CH2:39][N:40]([CH3:48])[C:41](=[O:47])[O:42][C:43]([CH3:44])([CH3:45])[CH3:46])=[N:36][N:35]=1)[C:17]1[CH:22]=[CH:21][CH:20]=[CH:19][CH:18]=1, predict the reactants needed to synthesize it. The reactants are: O(S(C(F)(F)F)(=O)=O)S(C(F)(F)F)(=O)=O.[CH2:16]([O:23][N:24]1[C:30](=[O:31])[N:29]2[CH2:32][C@H:25]1[CH2:26][CH2:27][C@H:28]2[C:33]([NH:35][NH:36][C:37](=[O:49])[CH2:38][CH2:39][N:40]([CH3:48])[C:41](=[O:47])[O:42][C:43]([CH3:46])([CH3:45])[CH3:44])=O)[C:17]1[CH:22]=[CH:21][CH:20]=[CH:19][CH:18]=1.N1C=CC=CC=1.C([O-])(O)=O.[Na+]. (2) Given the product [CH:35]1([O:39][C:40]([N:42]2[CH2:47][CH2:46][N:45]([C:14](=[O:15])[C@@H:13]([NH:17][C:18]([O:20][CH2:21][CH:22]3[C:23]4[CH:24]=[CH:25][CH:26]=[CH:27][C:28]=4[C:29]4[C:34]3=[CH:33][CH:32]=[CH:31][CH:30]=4)=[O:19])[CH2:12][CH2:11][CH2:10][CH2:9][O:8][CH2:1][C:2]3[CH:7]=[CH:6][CH:5]=[CH:4][CH:3]=3)[CH2:44][CH2:43]2)=[O:41])[CH2:38][CH2:37][CH2:36]1, predict the reactants needed to synthesize it. The reactants are: [CH2:1]([O:8][CH2:9][CH2:10][CH2:11][CH2:12][C@H:13]([NH:17][C:18]([O:20][CH2:21][CH:22]1[C:34]2[CH:33]=[CH:32][CH:31]=[CH:30][C:29]=2[C:28]2[C:23]1=[CH:24][CH:25]=[CH:26][CH:27]=2)=[O:19])[C:14](O)=[O:15])[C:2]1[CH:7]=[CH:6][CH:5]=[CH:4][CH:3]=1.[CH:35]1([O:39][C:40]([N:42]2[CH2:47][CH2:46][NH:45][CH2:44][CH2:43]2)=[O:41])[CH2:38][CH2:37][CH2:36]1.C(N1CCOCC1)C.[B-](F)(F)(F)F.CCOC(C(C#N)=NOC(N(C)C)=[N+](C)C)=O.